From a dataset of Full USPTO retrosynthesis dataset with 1.9M reactions from patents (1976-2016). Predict the reactants needed to synthesize the given product. (1) Given the product [NH2:48][CH2:69][CH2:68][O:67][C:64]([N:11]1[CH2:12][CH2:13][CH2:14][C@H:8]([N:7]([CH2:6][C:5]2[CH:4]=[C:3]([C:2]([F:41])([F:40])[F:1])[CH:35]=[C:34]([C:36]([F:39])([F:38])[F:37])[CH:33]=2)[C:27]2[N:28]=[N:29][N:30]([CH3:32])[N:31]=2)[C:9]2[CH:21]=[C:20]([CH3:22])[C:19]([C:23]([F:26])([F:25])[F:24])=[CH:18][C:10]1=2)=[O:66], predict the reactants needed to synthesize it. The reactants are: [F:1][C:2]([F:41])([F:40])[C:3]1[CH:4]=[C:5]([CH:33]=[C:34]([C:36]([F:39])([F:38])[F:37])[CH:35]=1)[CH2:6][N:7]([C:27]1[N:28]=[N:29][N:30]([CH3:32])[N:31]=1)[C@H:8]1[CH2:14][CH2:13][CH2:12][N:11](C(Cl)=O)[C:10]2[CH:18]=[C:19]([C:23]([F:26])([F:25])[F:24])[C:20]([CH3:22])=[CH:21][C:9]1=2.C(OC(=O)[NH:48]CCO)(C)(C)C.CN(C1C=CC=CN=1)C.[H-].[Na+].[C:64]([O:67][CH2:68][CH3:69])(=[O:66])C. (2) Given the product [F:1][C:2]1[CH:3]=[CH:4][C:5]([O:14][CH2:28][C@:29]2([CH3:32])[CH2:31][O:30]2)=[C:6](/[CH:8]=[CH:9]/[C:10]([O:12][CH3:13])=[O:11])[CH:7]=1, predict the reactants needed to synthesize it. The reactants are: [F:1][C:2]1[CH:3]=[CH:4][C:5]([OH:14])=[C:6](/[CH:8]=[CH:9]/[C:10]([O:12][CH3:13])=[O:11])[CH:7]=1.[N+](C1C=C(S(O[CH2:28][C@:29]2([CH3:32])[CH2:31][O:30]2)(=O)=O)C=CC=1)([O-])=O.C([O-])([O-])=O.[Cs+].[Cs+]. (3) Given the product [CH3:1][C:2]([C:4]1[CH:5]=[CH:6][C:7]([O:11][CH3:13])=[CH:8][C:9]=1[OH:10])=[O:3], predict the reactants needed to synthesize it. The reactants are: [CH3:1][C:2]([C:4]1[CH:5]=[CH:6][C:7]([OH:11])=[CH:8][C:9]=1[OH:10])=[O:3].Br[CH2:13]C.C(=O)([O-])[O-].[K+].[K+]. (4) Given the product [ClH:11].[Cl:11][C:5]1[CH:4]=[C:3]([O:12][CH3:13])[C:2]([NH:1][NH2:15])=[CH:10][C:6]=1[C:7]([OH:9])=[O:8], predict the reactants needed to synthesize it. The reactants are: [NH2:1][C:2]1[C:3]([O:12][CH3:13])=[CH:4][C:5]([Cl:11])=[C:6]([CH:10]=1)[C:7]([O-:9])=[O:8].[K+].[N:15]([O-])=O.[Na+].O.O.[Sn](Cl)Cl.